This data is from Full USPTO retrosynthesis dataset with 1.9M reactions from patents (1976-2016). The task is: Predict the reactants needed to synthesize the given product. (1) Given the product [CH3:2][CH2:1][O:3][C:4]([C@@H:6]([NH:15][C@H:16]([C:18]([N:21]1[C@H:22]([C:30]([OH:32])=[O:31])[CH2:23][C@@H:24]2[C@@H:29]1[CH2:28][CH2:27][CH2:26][CH2:25]2)=[O:20])[CH3:17])[CH2:7][CH2:8][C:9]1[CH:10]=[CH:11][CH:12]=[CH:13][CH:14]=1)=[O:5], predict the reactants needed to synthesize it. The reactants are: [CH2:1]([O:3][C:4]([C@@H:6]([NH:15][C@H:16]([C:18]([OH:20])=O)[CH3:17])[CH2:7][CH2:8][C:9]1[CH:14]=[CH:13][CH:12]=[CH:11][CH:10]=1)=[O:5])[CH3:2].[NH:21]1[C@@H:29]2[C@H:24]([CH2:25][CH2:26][CH2:27][CH2:28]2)[CH2:23][C@H:22]1[C:30]([OH:32])=[O:31]. (2) Given the product [F:23][C:24]1[CH:29]=[CH:28][CH:27]=[C:26]([CH3:30])[C:25]=1[NH:31][C:7]1[C:12]([CH3:13])=[C:11]([CH3:14])[N:10]=[C:9]([NH:15][CH2:16][C:17]2[CH:22]=[CH:21][CH:20]=[CH:19][N:18]=2)[N:8]=1, predict the reactants needed to synthesize it. The reactants are: C1(N[C:7]2[C:12]([CH3:13])=[C:11]([CH3:14])[N:10]=[C:9]([NH:15][CH2:16][C:17]3[CH:22]=[CH:21][CH:20]=[CH:19][N:18]=3)[N:8]=2)CCCC1.[F:23][C:24]1[CH:29]=[CH:28][CH:27]=[C:26]([CH3:30])[C:25]=1[NH2:31]. (3) Given the product [Cl:17][C:6]1[CH:5]=[N:4][CH:3]=[C:2]([C:23]2[CH:24]=[CH:25][C:20]([O:19][CH3:18])=[CH:21][CH:22]=2)[C:7]=1[N:8]1[CH2:13][CH2:12][CH:11]([C:14]([NH2:16])=[O:15])[CH2:10][CH2:9]1, predict the reactants needed to synthesize it. The reactants are: Cl[C:2]1[CH:3]=[N:4][CH:5]=[C:6]([Cl:17])[C:7]=1[N:8]1[CH2:13][CH2:12][CH:11]([C:14]([NH2:16])=[O:15])[CH2:10][CH2:9]1.[CH3:18][O:19][C:20]1[CH:25]=[CH:24][C:23](B(O)O)=[CH:22][CH:21]=1.C(=O)([O-])[O-].[Na+].[Na+]. (4) Given the product [Br:1][C:2]1[CH:3]=[N:4][C:5]2[N:6]([N:8]=[C:9]([C:11]([N:22]3[CH2:21][CH2:20][N:19]4[C:15]([CH3:14])=[CH:16][N:17]=[C:18]4[CH2:23]3)=[O:13])[CH:10]=2)[CH:7]=1, predict the reactants needed to synthesize it. The reactants are: [Br:1][C:2]1[CH:3]=[N:4][C:5]2[N:6]([N:8]=[C:9]([C:11]([OH:13])=O)[CH:10]=2)[CH:7]=1.[CH3:14][C:15]1[N:19]2[CH2:20][CH2:21][NH:22][CH2:23][C:18]2=[N:17][CH:16]=1. (5) Given the product [Br:10][C:11]1[CH:12]=[N:13][C:14]([N:18]2[CH2:22][CH2:21][CH:20]([CH2:23][C:24]([O:26][C:27]([CH3:30])([CH3:29])[CH3:28])=[O:25])[CH2:19]2)=[N:15][CH:16]=1, predict the reactants needed to synthesize it. The reactants are: C(N(C(C)C)C(C)C)C.[Br:10][C:11]1[CH:12]=[N:13][C:14](Cl)=[N:15][CH:16]=1.[NH:18]1[CH2:22][CH2:21][CH:20]([CH2:23][C:24]([O:26][C:27]([CH3:30])([CH3:29])[CH3:28])=[O:25])[CH2:19]1. (6) Given the product [Br:1][C:2]1[C:14]2[C:13]3[C:8](=[CH:9][C:10]([CH:15]4[CH2:16][O:17][C:23]([CH3:28])([CH3:24])[O:18]4)=[CH:11][CH:12]=3)[NH:7][C:6]=2[C:5]([C:19]([NH2:21])=[O:20])=[CH:4][CH:3]=1, predict the reactants needed to synthesize it. The reactants are: [Br:1][C:2]1[C:14]2[C:13]3[C:8](=[CH:9][C:10]([CH:15]([OH:18])[CH2:16][OH:17])=[CH:11][CH:12]=3)[NH:7][C:6]=2[C:5]([C:19]([NH2:21])=[O:20])=[CH:4][CH:3]=1.O.[C:23]1(C)[CH:28]=CC(S(O)(=O)=O)=C[CH:24]=1.COC(OC)(C)C.CN(C=O)C.